From a dataset of NCI-60 drug combinations with 297,098 pairs across 59 cell lines. Regression. Given two drug SMILES strings and cell line genomic features, predict the synergy score measuring deviation from expected non-interaction effect. (1) Drug 1: C1=CC(=CC=C1CC(C(=O)O)N)N(CCCl)CCCl.Cl. Drug 2: C1=CC(=CC=C1C#N)C(C2=CC=C(C=C2)C#N)N3C=NC=N3. Cell line: HCT116. Synergy scores: CSS=6.92, Synergy_ZIP=-0.633, Synergy_Bliss=4.26, Synergy_Loewe=-2.63, Synergy_HSA=4.03. (2) Drug 1: C1CC(=O)NC(=O)C1N2CC3=C(C2=O)C=CC=C3N. Drug 2: CC1=CC=C(C=C1)C2=CC(=NN2C3=CC=C(C=C3)S(=O)(=O)N)C(F)(F)F. Synergy scores: CSS=2.37, Synergy_ZIP=-1.72, Synergy_Bliss=-1.44, Synergy_Loewe=0.520, Synergy_HSA=-0.341. Cell line: OVCAR3. (3) Drug 1: CS(=O)(=O)C1=CC(=C(C=C1)C(=O)NC2=CC(=C(C=C2)Cl)C3=CC=CC=N3)Cl. Drug 2: CN1CCC(CC1)COC2=C(C=C3C(=C2)N=CN=C3NC4=C(C=C(C=C4)Br)F)OC. Cell line: SK-MEL-5. Synergy scores: CSS=0.828, Synergy_ZIP=3.70, Synergy_Bliss=6.64, Synergy_Loewe=0.177, Synergy_HSA=1.00.